From a dataset of Full USPTO retrosynthesis dataset with 1.9M reactions from patents (1976-2016). Predict the reactants needed to synthesize the given product. (1) Given the product [N:1]([C:2]1[CH:3]=[CH:4][C:5]([Cl:8])=[N:6][CH:7]=1)=[N+:13]=[N-:14], predict the reactants needed to synthesize it. The reactants are: [NH2:1][C:2]1[CH:3]=[CH:4][C:5]([Cl:8])=[N:6][CH:7]=1.N([O-])=O.[Na+].[N-:13]=[N+:14]=[N-].[Na+]. (2) Given the product [C:1]([O:11][C:12]1[CH:13]=[C:14]([NH2:21])[CH:15]=[C:16]([NH2:18])[CH:17]=1)(=[O:10])[CH:2]=[CH:3][C:4]1[CH:5]=[CH:6][CH:7]=[CH:8][CH:9]=1, predict the reactants needed to synthesize it. The reactants are: [C:1]([O:11][C:12]1[CH:17]=[C:16]([N+:18]([O-])=O)[CH:15]=[C:14]([N+:21]([O-])=O)[CH:13]=1)(=[O:10])[CH:2]=[CH:3][C:4]1[CH:9]=[CH:8][CH:7]=[CH:6][CH:5]=1.C. (3) The reactants are: [CH3:1][O:2][C:3](=[O:29])[C:4]1[CH:9]=[CH:8][C:7]([NH:10][C:11](=[O:28])[CH:12]([C:19]2[CH:24]=[CH:23][C:22]([N+:25]([O-])=O)=[CH:21][CH:20]=2)[CH2:13][CH:14]2[CH2:18][CH2:17][CH2:16][CH2:15]2)=[N:6][CH:5]=1.[H][H]. Given the product [CH3:1][O:2][C:3](=[O:29])[C:4]1[CH:9]=[CH:8][C:7]([NH:10][C:11](=[O:28])[CH:12]([C:19]2[CH:20]=[CH:21][C:22]([NH2:25])=[CH:23][CH:24]=2)[CH2:13][CH:14]2[CH2:15][CH2:16][CH2:17][CH2:18]2)=[N:6][CH:5]=1, predict the reactants needed to synthesize it. (4) Given the product [Cl:18][C:19]1[C:24]([C:25](=[O:30])[C:26]([O:28][CH3:29])=[O:27])=[C:23]([CH3:31])[N:22]=[C:21]2[NH:32][C:33]([CH3:36])=[C:34]([CH3:35])[C:20]=12, predict the reactants needed to synthesize it. The reactants are: FC(F)(F)C(OC(=O)C(F)(F)F)=O.CS(C)=O.[Cl:18][C:19]1[C:24]([CH:25]([OH:30])[C:26]([O:28][CH3:29])=[O:27])=[C:23]([CH3:31])[N:22]=[C:21]2[NH:32][C:33]([CH3:36])=[C:34]([CH3:35])[C:20]=12.C(N(CC)CC)C.[Cl-].[NH4+]. (5) The reactants are: Br[C:2]1[S:6][C:5]([C:7]2[C:12]([C:13]#[N:14])=[CH:11][N:10]=[C:9]([NH:15][CH2:16][CH2:17][N:18]3[CH2:22][CH2:21][NH:20][C:19]3=[O:23])[N:8]=2)=[CH:4][CH:3]=1.[S:24]1[CH:28]=[CH:27][CH:26]=[C:25]1B(O)O.C(=O)([O-])[O-].[Na+].[Na+].C(O)C. Given the product [O:23]=[C:19]1[NH:20][CH2:21][CH2:22][N:18]1[CH2:17][CH2:16][NH:15][C:9]1[N:8]=[C:7]([C:5]2[S:6][C:2]([C:25]3[S:24][CH:28]=[CH:27][CH:26]=3)=[CH:3][CH:4]=2)[C:12]([C:13]#[N:14])=[CH:11][N:10]=1, predict the reactants needed to synthesize it.